The task is: Predict the product of the given reaction.. This data is from Forward reaction prediction with 1.9M reactions from USPTO patents (1976-2016). (1) Given the reactants [CH3:1][O:2][CH2:3][CH2:4][CH2:5][CH2:6][N:7]1[C:11]2[CH:12]=[CH:13][CH:14]=[CH:15][C:10]=2[N:9]=[C:8]1[C:16]([N:18]([CH2:38][CH:39]([CH3:41])[CH3:40])[C@H:19]1[CH2:24][C@@H:23]([C:25]2[O:29][N:28]=[C:27]([CH3:30])[N:26]=2)[CH2:22][N:21](C(OC(C)(C)C)=O)[CH2:20]1)=[O:17].C(OCC)(=O)C.[ClH:48], predict the reaction product. The product is: [ClH:48].[ClH:48].[CH3:1][O:2][CH2:3][CH2:4][CH2:5][CH2:6][N:7]1[C:11]2[CH:12]=[CH:13][CH:14]=[CH:15][C:10]=2[N:9]=[C:8]1[C:16]([N:18]([C@H:19]1[CH2:24][C@@H:23]([C:25]2[O:29][N:28]=[C:27]([CH3:30])[N:26]=2)[CH2:22][NH:21][CH2:20]1)[CH2:38][CH:39]([CH3:41])[CH3:40])=[O:17]. (2) Given the reactants [Cl:1][C:2]1[CH:8]=[CH:7][C:5]([NH2:6])=[CH:4][CH:3]=1.Br[CH2:10][C:11]([O:13][CH2:14][CH3:15])=[O:12].C(=O)([O-])[O-].[K+].[K+], predict the reaction product. The product is: [Cl:1][C:2]1[CH:8]=[CH:7][C:5]([NH:6][CH2:10][C:11]([O:13][CH2:14][CH3:15])=[O:12])=[CH:4][CH:3]=1. (3) Given the reactants [NH:1]1[C:5]2=[N:6][CH:7]=[C:8]([NH2:10])[CH:9]=[C:4]2[CH:3]=[CH:2]1.[CH2:11]([C:13]1[CH:20]=[CH:19][C:16]([CH:17]=O)=[CH:15][CH:14]=1)[CH3:12].ClCCl.[BH4-].[Na+], predict the reaction product. The product is: [CH2:11]([C:13]1[CH:20]=[CH:19][C:16]([CH2:17][NH:10][C:8]2[CH:9]=[C:4]3[CH:3]=[CH:2][NH:1][C:5]3=[N:6][CH:7]=2)=[CH:15][CH:14]=1)[CH3:12]. (4) Given the reactants [Br:1][C:2]1[CH:3]=[C:4]([CH:39]=[CH:40][CH:41]=1)[CH:5]([N:8]1[CH2:13][CH2:12][N:11]([C:14]2[CH:19]=[CH:18][C:17]([NH:20][C:21]([C:23]3[C:24]([C:29]4[CH:34]=[CH:33][C:32]([C:35]([F:38])([F:37])[F:36])=[CH:31][CH:30]=4)=[CH:25][CH:26]=[CH:27][CH:28]=3)=[O:22])=[CH:16][CH:15]=2)[CH2:10][CH2:9]1)[C:6]#[N:7].C([S:44]P([O-])(OCC)=S)C, predict the reaction product. The product is: [Br:1][C:2]1[CH:3]=[C:4]([CH:39]=[CH:40][CH:41]=1)[CH:5]([N:8]1[CH2:9][CH2:10][N:11]([C:14]2[CH:15]=[CH:16][C:17]([NH:20][C:21]([C:23]3[C:24]([C:29]4[CH:34]=[CH:33][C:32]([C:35]([F:36])([F:37])[F:38])=[CH:31][CH:30]=4)=[CH:25][CH:26]=[CH:27][CH:28]=3)=[O:22])=[CH:18][CH:19]=2)[CH2:12][CH2:13]1)[C:6](=[S:44])[NH2:7]. (5) The product is: [CH2:34]([O:36][C:37](=[O:52])[CH2:38][CH2:39][N:40]([C:45]([O:47][C:48]([CH3:51])([CH3:50])[CH3:49])=[O:46])[C@H:41]([CH3:44])[CH2:42][N:53]=[N+:54]=[N-:55])[CH3:35]. Given the reactants C1(P(C2C=CC=CC=2)C2C=CC=CC=2)C=CC=CC=1.N(C(OC(C)C)=O)=NC(OC(C)C)=O.[CH2:34]([O:36][C:37](=[O:52])[CH2:38][CH2:39][N:40]([C:45]([O:47][C:48]([CH3:51])([CH3:50])[CH3:49])=[O:46])[C@H:41]([CH3:44])[CH2:42]O)[CH3:35].[N-:53]=[N+:54]=[N-:55], predict the reaction product.